Dataset: Forward reaction prediction with 1.9M reactions from USPTO patents (1976-2016). Task: Predict the product of the given reaction. (1) Given the reactants [CH:1]1([CH2:6][CH:7]([C:11]2[CH:16]=[CH:15][C:14]([S:17][CH3:18])=[CH:13][CH:12]=2)[C:8]([OH:10])=O)[CH2:5][CH2:4][CH2:3][CH2:2]1.C1(P(C2C=CC=CC=2)C2C=CC=CC=2)C=CC=CC=1.BrN1C(=O)CCC1=O.[NH2:46][C:47]1[S:48][CH:49]=[CH:50][N:51]=1, predict the reaction product. The product is: [CH:1]1([CH2:6][CH:7]([C:11]2[CH:16]=[CH:15][C:14]([S:17][CH3:18])=[CH:13][CH:12]=2)[C:8]([NH:46][C:47]2[S:48][CH:49]=[CH:50][N:51]=2)=[O:10])[CH2:2][CH2:3][CH2:4][CH2:5]1. (2) Given the reactants [N+:1]([C:4]1[CH:12]=[CH:11][C:7]([C:8](Cl)=[O:9])=[CH:6][CH:5]=1)([O-:3])=[O:2].[C:13]1([CH2:19][CH2:20][O:21][CH2:22][CH2:23][CH2:24][S:25]([CH2:28][CH2:29][OH:30])(=[O:27])=[O:26])[CH:18]=[CH:17][CH:16]=[CH:15][CH:14]=1.C(N(CC)CC)C.C(=O)([O-])O.[Na+], predict the reaction product. The product is: [N+:1]([C:4]1[CH:12]=[CH:11][C:7]([C:8]([O:30][CH2:29][CH2:28][S:25]([CH2:24][CH2:23][CH2:22][O:21][CH2:20][CH2:19][C:13]2[CH:14]=[CH:15][CH:16]=[CH:17][CH:18]=2)(=[O:26])=[O:27])=[O:9])=[CH:6][CH:5]=1)([O-:3])=[O:2].